From a dataset of Forward reaction prediction with 1.9M reactions from USPTO patents (1976-2016). Predict the product of the given reaction. (1) Given the reactants [F:1][C:2]1[CH:3]=[C:4]([CH2:19][OH:20])[CH:5]=[CH:6][C:7]=1[O:8][C:9]1[CH:10]=[N:11][C:12]([C:15]([F:18])([F:17])[F:16])=[N:13][CH:14]=1.Cl[C:22]1[CH:23]=[C:24]2[N:31]([CH3:32])[C:30]([CH3:34])([CH3:33])[CH2:29][N:25]2[C:26](=[O:28])[N:27]=1, predict the reaction product. The product is: [F:1][C:2]1[CH:3]=[C:4]([CH:5]=[CH:6][C:7]=1[O:8][C:9]1[CH:14]=[N:13][C:12]([C:15]([F:17])([F:18])[F:16])=[N:11][CH:10]=1)[CH2:19][O:20][C:22]1[CH:23]=[C:24]2[N:31]([CH3:32])[C:30]([CH3:34])([CH3:33])[CH2:29][N:25]2[C:26](=[O:28])[N:27]=1. (2) Given the reactants [NH2:1][CH:2]([C:10]1[C:15]([O:16][CH3:17])=[CH:14][N:13]=[CH:12][C:11]=1[O:18][CH3:19])[CH2:3][CH2:4][CH2:5][C:6]([O:8]C)=O.[N:20]1[N:21]([C:25]2[CH:26]=[C:27]([CH:30]=[CH:31][CH:32]=2)[CH:28]=O)[N:22]=[CH:23][CH:24]=1, predict the reaction product. The product is: [N:20]1[N:21]([C:25]2[CH:26]=[C:27]([CH:30]=[CH:31][CH:32]=2)[CH2:28][N:1]2[CH:2]([C:10]3[C:15]([O:16][CH3:17])=[CH:14][N:13]=[CH:12][C:11]=3[O:18][CH3:19])[CH2:3][CH2:4][CH2:5][C:6]2=[O:8])[N:22]=[CH:23][CH:24]=1.